Task: Predict which catalyst facilitates the given reaction.. Dataset: Catalyst prediction with 721,799 reactions and 888 catalyst types from USPTO Reactant: [O:1]=[C:2]1[C:7]([C:8]([OH:10])=O)=[CH:6][CH:5]=[C:4]([C:11]([F:14])([F:13])[F:12])[NH:3]1.C1N=CN(C(N2C=NC=C2)=O)C=1.[CH:27]1([NH2:31])[CH2:30][CH2:29][CH2:28]1. Product: [CH:27]1([NH:31][C:8]([C:7]2[C:2](=[O:1])[NH:3][C:4]([C:11]([F:14])([F:13])[F:12])=[CH:5][CH:6]=2)=[O:10])[CH2:30][CH2:29][CH2:28]1. The catalyst class is: 7.